From a dataset of Full USPTO retrosynthesis dataset with 1.9M reactions from patents (1976-2016). Predict the reactants needed to synthesize the given product. (1) Given the product [C:7]([O:12][CH2:31][C@H:30]1[O:33][C@@H:25]([N:34]2[CH:41]=[CH:40][C:38](=[O:39])[NH:37][C:35]2=[O:36])[C@H:26]([OH:27])[C@@H:28]1[OH:29])(=[O:11])[C:8]([CH3:10])=[O:9], predict the reactants needed to synthesize it. The reactants are: C(Cl)(=O)C(C)=O.[C:7]([OH:12])(=[O:11])[C:8]([CH3:10])=[O:9].OC1O[C@H](CO)[C@@H](O)[C@H](O)[C@@H]1O.[C@@H:25]1([N:34]2[CH:41]=[CH:40][C:38](=[O:39])[NH:37][C:35]2=[O:36])[O:33][C@H:30]([CH2:31]O)[C@@H:28]([OH:29])[C@H:26]1[OH:27]. (2) Given the product [O:16]=[C:14]1[NH:13][C:10]2=[C:11]3[C:6](=[CH:7][CH:8]=[C:9]2[NH:15]1)[CH2:5][CH2:4][CH:3]([CH2:2][O:1][S:23]([C:20]1[CH:21]=[CH:22][C:17]([CH3:27])=[CH:18][CH:19]=1)(=[O:25])=[O:24])[O:12]3, predict the reactants needed to synthesize it. The reactants are: [OH:1][CH2:2][CH:3]1[O:12][C:11]2[C:6](=[CH:7][CH:8]=[C:9]3[NH:15][C:14](=[O:16])[NH:13][C:10]3=2)[CH2:5][CH2:4]1.[C:17]1([CH3:27])[CH:22]=[CH:21][C:20]([S:23](Cl)(=[O:25])=[O:24])=[CH:19][CH:18]=1. (3) Given the product [CH:1]([C@:4]1([C:10]([N:12]2[CH2:13][CH2:14][N:15]([C:18]3[CH:23]=[C:22]([C:24]([F:27])([F:25])[F:26])[CH:21]=[C:20]([CH3:28])[N:19]=3)[CH2:16][CH2:17]2)=[O:11])[CH2:8][CH2:7][C@@H:6]([NH:9][CH:36]2[CH2:35][CH2:34][O:33][CH2:32][CH:31]2[O:30][CH3:29])[CH2:5]1)([CH3:3])[CH3:2], predict the reactants needed to synthesize it. The reactants are: [CH:1]([C@:4]1([C:10]([N:12]2[CH2:17][CH2:16][N:15]([C:18]3[CH:23]=[C:22]([C:24]([F:27])([F:26])[F:25])[CH:21]=[C:20]([CH3:28])[N:19]=3)[CH2:14][CH2:13]2)=[O:11])[CH2:8][CH2:7][C@@H:6]([NH2:9])[CH2:5]1)([CH3:3])[CH3:2].[CH3:29][O:30][CH:31]1[C:36](=O)[CH2:35][CH2:34][O:33][CH2:32]1.C(N(CC)CC)C.C(O[BH-](OC(=O)C)OC(=O)C)(=O)C.[Na+]. (4) Given the product [Cl:1][C:2]1[CH:3]=[C:4]([C:13]([O:15][CH3:20])=[O:14])[C:5]2[O:9][C:8]([CH3:11])([CH3:10])[CH2:7][C:6]=2[CH:12]=1, predict the reactants needed to synthesize it. The reactants are: [Cl:1][C:2]1[CH:3]=[C:4]([C:13]([OH:15])=[O:14])[C:5]2[O:9][C:8]([CH3:11])([CH3:10])[CH2:7][C:6]=2[CH:12]=1.S(Cl)(Cl)=O.[CH3:20]O. (5) Given the product [CH3:22][N:19]1[CH2:18][CH2:17][N:16]([C:14]([CH:11]2[CH2:12][CH2:13][NH:8][CH2:9][CH2:10]2)=[O:15])[CH2:21][CH2:20]1, predict the reactants needed to synthesize it. The reactants are: C([N:8]1[CH2:13][CH2:12][CH:11]([C:14]([N:16]2[CH2:21][CH2:20][N:19]([CH3:22])[CH2:18][CH2:17]2)=[O:15])[CH2:10][CH2:9]1)C1C=CC=CC=1. (6) Given the product [NH2:26][C@@H:11]([CH2:12][C:13]1[CH:18]=[CH:17][C:16]([C:19]2[CH:24]=[CH:23][C:22]([CH3:25])=[CH:21][N:20]=2)=[CH:15][CH:14]=1)[CH2:10][C@H:9]([OH:37])[C@@H:8]([NH:38][C:39](=[O:45])[O:40][C:41]([CH3:42])([CH3:43])[CH3:44])[CH2:1][C:2]1[CH:3]=[CH:4][CH:5]=[CH:6][CH:7]=1, predict the reactants needed to synthesize it. The reactants are: [CH2:1]([C@H:8]([NH:38][C:39](=[O:45])[O:40][C:41]([CH3:44])([CH3:43])[CH3:42])[C@@H:9]([OH:37])[CH2:10][C@@H:11]([NH:26]C(OCC1C=CC=CC=1)=O)[CH2:12][C:13]1[CH:18]=[CH:17][C:16]([C:19]2[CH:24]=[CH:23][C:22]([CH3:25])=[CH:21][N:20]=2)=[CH:15][CH:14]=1)[C:2]1[CH:7]=[CH:6][CH:5]=[CH:4][CH:3]=1.Cl. (7) Given the product [CH:1]1([C:4]([N:6]([CH2:9][C:10]2[CH:15]=[C:14]([C:16]([F:19])([F:18])[F:17])[CH:13]=[CH:12][C:11]=2[C:20]2[C:25]([O:26][CH3:27])=[CH:24][CH:23]=[C:22]([CH:28]([CH3:32])[C:29]([Cl:43])=[O:30])[CH:21]=2)[CH2:7][CH3:8])=[O:5])[CH2:3][CH2:2]1, predict the reactants needed to synthesize it. The reactants are: [CH:1]1([C:4]([N:6]([CH2:9][C:10]2[CH:15]=[C:14]([C:16]([F:19])([F:18])[F:17])[CH:13]=[CH:12][C:11]=2[C:20]2[C:25]([O:26][CH3:27])=[CH:24][CH:23]=[C:22]([CH:28]([CH3:32])[C:29](O)=[O:30])[CH:21]=2)[CH2:7][CH3:8])=[O:5])[CH2:3][CH2:2]1.C(N(CC)CC)C.C(Cl)(=O)C([Cl:43])=O.CN(C=O)C. (8) Given the product [Br:37][C:17]1[C:18]2[C:9]([C:10]([C:27]3[CH:36]=[CH:35][C:34]4[C:29](=[CH:30][CH:31]=[CH:32][CH:33]=4)[CH:28]=3)=[C:11]3[C:16]=1[CH:15]=[C:14]([C:21]1[CH:26]=[CH:25][CH:24]=[CH:23][CH:22]=1)[CH:13]=[CH:12]3)=[CH:8][C:7]([C:1]1[CH:2]=[CH:3][CH:4]=[CH:5][CH:6]=1)=[CH:20][CH:19]=2, predict the reactants needed to synthesize it. The reactants are: [C:1]1([C:7]2[CH:20]=[CH:19][C:18]3[C:9](=[C:10]([C:27]4[CH:36]=[CH:35][C:34]5[C:29](=[CH:30][CH:31]=[CH:32][CH:33]=5)[CH:28]=4)[C:11]4[C:16]([CH:17]=3)=[CH:15][C:14]([C:21]3[CH:26]=[CH:25][CH:24]=[CH:23][CH:22]=3)=[CH:13][CH:12]=4)[CH:8]=2)[CH:6]=[CH:5][CH:4]=[CH:3][CH:2]=1.[Br:37]N1C(=O)CCC1=O.O.